Dataset: Full USPTO retrosynthesis dataset with 1.9M reactions from patents (1976-2016). Task: Predict the reactants needed to synthesize the given product. (1) The reactants are: Br[CH2:2][CH2:3][CH:4]([C:9]1[O:10][C:11]2[CH:18]=[C:17]([C:19]([F:22])([F:21])[F:20])[CH:16]=[CH:15][C:12]=2[C:13]=1[CH3:14])[CH2:5][CH2:6][CH2:7][CH3:8].C(=O)([O-])[O-].[Cs+].[Cs+].[SH:29][C:30]1[S:31][C:32]([CH2:36][C:37]([O:39][CH2:40][CH3:41])=[O:38])=[C:33]([CH3:35])[N:34]=1. Given the product [CH3:35][C:33]1[N:34]=[C:30]([S:29][CH2:2][CH2:3][CH:4]([C:9]2[O:10][C:11]3[CH:18]=[C:17]([C:19]([F:22])([F:21])[F:20])[CH:16]=[CH:15][C:12]=3[C:13]=2[CH3:14])[CH2:5][CH2:6][CH2:7][CH3:8])[S:31][C:32]=1[CH2:36][C:37]([O:39][CH2:40][CH3:41])=[O:38], predict the reactants needed to synthesize it. (2) Given the product [Br:1][C:2]1[C:6]2[CH2:7][N:8]([C:11](=[O:12])[CH3:23])[CH2:9][CH2:10][C:5]=2[N:4]([CH:18]2[CH2:22][CH2:21][O:20][CH2:19]2)[N:3]=1, predict the reactants needed to synthesize it. The reactants are: [Br:1][C:2]1[C:6]2[CH2:7][N:8]([C:11](OC(C)(C)C)=[O:12])[CH2:9][CH2:10][C:5]=2[N:4]([CH:18]2[CH2:22][CH2:21][O:20][CH2:19]2)[N:3]=1.[C:23](O)(C(F)(F)F)=O.C(OC(=O)C)(=O)C. (3) Given the product [C:1]([C:3](=[C:10]1[CH2:15][CH2:14][CH2:13][CH2:12][CH2:11]1)[C:4]([NH:6][CH2:7][CH2:8][OH:9])=[O:5])#[N:2], predict the reactants needed to synthesize it. The reactants are: [C:1]([CH2:3][C:4]([NH:6][CH2:7][CH2:8][OH:9])=[O:5])#[N:2].[C:10]1(=O)[CH2:15][CH2:14][CH2:13][CH2:12][CH2:11]1.C(O)(=O)C.C([O-])(=O)C.[NH4+]. (4) Given the product [F:1][C:2]([F:7])([F:6])[C:3]([OH:5])=[O:4].[C:8]([N:11]1[CH2:28][C:29]2[CH:30]=[C:31]([CH:32]=[CH:33][CH:34]=2)[NH:35][C:22]2=[N:21][C:20](=[C:25]([Cl:26])[CH:24]=[N:23]2)[NH:19][C:15]2=[CH:14][C:13](=[CH:18][CH:17]=[CH:16]2)[CH2:12]1)(=[O:10])[CH3:9], predict the reactants needed to synthesize it. The reactants are: [F:1][C:2]([F:7])([F:6])[C:3]([OH:5])=[O:4].[C:8]([N:11]([CH2:28][C:29]1[CH:30]=[C:31]([NH:35]C(=O)OC(C)(C)C)[CH:32]=[CH:33][CH:34]=1)[CH2:12][C:13]1[CH:18]=[CH:17][CH:16]=[C:15]([NH:19][C:20]2[C:25]([Cl:26])=[CH:24][N:23]=[C:22](Cl)[N:21]=2)[CH:14]=1)(=[O:10])[CH3:9].FC(F)(F)C(O)=O. (5) The reactants are: [CH3:1][O:2][C:3]1[C:4]([CH2:11]O)=[N:5][CH:6]=[CH:7][C:8]=1[O:9][CH3:10].S(Cl)([Cl:15])=O. Given the product [ClH:15].[Cl:15][CH2:11][C:4]1[C:3]([O:2][CH3:1])=[C:8]([O:9][CH3:10])[CH:7]=[CH:6][N:5]=1, predict the reactants needed to synthesize it. (6) Given the product [CH3:33][N:2]([CH3:1])[C@@H:3]1[CH2:7][CH2:6][N:5]([C:8]2[N:13]3[C:14]([C:31]([NH2:32])=[O:35])=[C:15]([CH2:17][N:18]([CH2:29][CH3:30])[C@@H:19]4[C:28]5[N:27]=[CH:26][CH:25]=[CH:24][C:23]=5[CH2:22][CH2:21][CH2:20]4)[N:16]=[C:12]3[CH:11]=[CH:10][CH:9]=2)[CH2:4]1, predict the reactants needed to synthesize it. The reactants are: [CH3:1][N:2]([CH3:33])[C@@H:3]1[CH2:7][CH2:6][N:5]([C:8]2[N:13]3[C:14]([C:31]#[N:32])=[C:15]([CH2:17][N:18]([CH2:29][CH3:30])[C@@H:19]4[C:28]5[N:27]=[CH:26][CH:25]=[CH:24][C:23]=5[CH2:22][CH2:21][CH2:20]4)[N:16]=[C:12]3[CH:11]=[CH:10][CH:9]=2)[CH2:4]1.S(=O)(=O)(O)[OH:35]. (7) Given the product [CH3:27][C:6]1[N:5]([CH2:7][CH2:20][CH3:25])[CH:4]=[N:3][CH:2]=1, predict the reactants needed to synthesize it. The reactants are: C[C:2]1[N:3]=[CH:4][N:5]([C:7]([C:20]2[CH:25]=CC=CC=2)(C2C=CC=CC=2)C2C=CC=CC=2)[CH:6]=1.I[CH2:27]CC. (8) Given the product [Cl:3][C:4]1[CH:5]=[CH:6][C:7]([S:10]([N:13]2[CH2:14][CH2:15][CH:16]([NH:19][S:20]([C:23]3[CH:28]=[CH:27][C:26]([CH:29]([OH:30])[CH2:31][O:32][CH3:34])=[CH:25][CH:24]=3)(=[O:22])=[O:21])[CH2:17][CH2:18]2)(=[O:12])=[O:11])=[CH:8][CH:9]=1, predict the reactants needed to synthesize it. The reactants are: [H][H].[Cl:3][C:4]1[CH:9]=[CH:8][C:7]([S:10]([N:13]2[CH2:18][CH2:17][CH:16]([NH:19][S:20]([C:23]3[CH:28]=[CH:27][C:26]([CH:29]4[CH2:31][O:30]4)=[CH:25][CH:24]=3)(=[O:22])=[O:21])[CH2:15][CH2:14]2)(=[O:12])=[O:11])=[CH:6][CH:5]=1.[O:32]([CH3:34])[Na].